From a dataset of Reaction yield outcomes from USPTO patents with 853,638 reactions. Predict the reaction yield, written as a fraction of the theoretical maximum amount of product (1.0 means a 100% yield; for example, 0.34 means a 34% yield). (1) The reactants are [Cl:1][C:2]1[CH:3]=[CH:4][C:5]([S:9]([CH3:11])=O)=[C:6]([CH:8]=1)[NH2:7].[Cl:12][C:13]1[CH:14]=[C:15]([S:20](Cl)(=[O:22])=[O:21])[CH:16]=[CH:17][C:18]=1[Cl:19]. No catalyst specified. The product is [Cl:12][C:13]1[CH:14]=[C:15]([S:20]([NH:7][C:6]2[CH:8]=[C:2]([Cl:1])[CH:3]=[CH:4][C:5]=2[S:9][CH3:11])(=[O:21])=[O:22])[CH:16]=[CH:17][C:18]=1[Cl:19]. The yield is 0.210. (2) The reactants are [C:1]([O:5][C:6](=[O:20])[N:7]([C:9]1[CH:14]=[C:13]([O:15][CH3:16])[CH:12]=[CH:11][C:10]=1[N+:17]([O-])=O)[CH3:8])([CH3:4])([CH3:3])[CH3:2].[H][H]. The catalyst is C1(C)C=CC=CC=1.[Pd]. The product is [C:1]([O:5][C:6](=[O:20])[N:7]([C:9]1[CH:14]=[C:13]([O:15][CH3:16])[CH:12]=[CH:11][C:10]=1[NH2:17])[CH3:8])([CH3:4])([CH3:2])[CH3:3]. The yield is 0.850. (3) The reactants are [NH2:1][C:2]1[N:3]=[C:4]([O:30][CH2:31][CH:32]2[CH2:34][CH2:33]2)[C:5]2[S:10][C:9](=[O:11])[N:8]([C@@H:12]3[O:24][C@H:23]([CH2:25][O:26]C(=O)C)[C@@H:18]([O:19]C(=O)C)[C@H:13]3[O:14]C(=O)C)[C:6]=2[N:7]=1.C([O-])([O-])=O.[K+].[K+]. The catalyst is CO. The product is [NH2:1][C:2]1[N:3]=[C:4]([O:30][CH2:31][CH:32]2[CH2:34][CH2:33]2)[C:5]2[S:10][C:9](=[O:11])[N:8]([C@@H:12]3[O:24][C@H:23]([CH2:25][OH:26])[C@@H:18]([OH:19])[C@H:13]3[OH:14])[C:6]=2[N:7]=1. The yield is 0.290. (4) The reactants are Cl.[CH3:2][O:3][C:4](=[O:11])[C@H:5]([CH2:7][CH2:8][S:9][CH3:10])[NH2:6].[CH3:12][N:13]1[CH2:18][CH2:17][N:16]([C:19]2[S:20][CH:21]=[C:22]([C:24]3[CH:29]=[CH:28][C:27]([C:30]4[O:34][C:33](=[O:35])[C:32]5([CH2:40][CH2:39][CH2:38][CH2:37][CH2:36]5)[N:31]=4)=[CH:26][CH:25]=3)[N:23]=2)[CH2:15][CH2:14]1.C(N(CC)C(C)C)(C)C. The catalyst is CN(C)C=O. The product is [CH3:2][O:3][C:4](=[O:11])[C@H:5]([CH2:7][CH2:8][S:9][CH3:10])[NH:6][C:33]([C:32]1([NH:31][C:30]([C:27]2[CH:28]=[CH:29][C:24]([C:22]3[N:23]=[C:19]([N:16]4[CH2:15][CH2:14][N:13]([CH3:12])[CH2:18][CH2:17]4)[S:20][CH:21]=3)=[CH:25][CH:26]=2)=[O:34])[CH2:36][CH2:37][CH2:38][CH2:39][CH2:40]1)=[O:35]. The yield is 0.330. (5) The reactants are ClC1C=C2C(C(C3N(CC)N=C([NH:18][CH2:19][C:20]4[CH:25]=[CH:24][C:23]([F:26])=[CH:22][CH:21]=4)C=3)O)=CN([Si](C(C)C)(C(C)C)C(C)C)C2=NC=1.C([SiH](CC)CC)C.FC(F)(F)C(O)=O. The catalyst is C(#N)C. The product is [F:26][C:23]1[CH:24]=[CH:25][C:20]([CH2:19][NH2:18])=[CH:21][CH:22]=1. The yield is 0.220. (6) The reactants are [Br:1][C:2]1[CH:15]=[C:14]2[C:5]([O:6][CH:7]3[CH:12]([C:13]42[CH2:19][O:18][C:17]([NH2:20])=[N:16]4)[CH2:11][CH2:10][CH2:9][CH2:8]3)=[CH:4][CH:3]=1.C(N(CC)CC)C.[O:28](C(OC(C)(C)C)=O)[C:29]([O:31][C:32]([CH3:35])([CH3:34])[CH3:33])=O. The catalyst is C1COCC1.CCOC(C)=O. The product is [Br:1][C:2]1[CH:15]=[C:14]2[C:5]([O:6][CH:7]3[CH:12]([C:13]42[CH2:19][O:18][C:17]([NH:20][C:29](=[O:28])[O:31][C:32]([CH3:35])([CH3:34])[CH3:33])=[N:16]4)[CH2:11][CH2:10][CH2:9][CH2:8]3)=[CH:4][CH:3]=1. The yield is 0.310. (7) The reactants are [NH2:1][C:2]1[CH:3]=[CH:4][C:5]2[O:9][CH2:8][C:7](=[O:10])[C:6]=2[CH:11]=1.[CH3:12][N:13]=[C:14]=[O:15]. The catalyst is O1CCCC1. The product is [CH3:12][NH:13][C:14]([NH:1][C:2]1[CH:3]=[CH:4][C:5]2[O:9][CH2:8][C:7](=[O:10])[C:6]=2[CH:11]=1)=[O:15]. The yield is 0.740. (8) The yield is 0.790. The product is [CH3:1][O:2][C:3]([C:5]1([NH:15][C:16]([O:18][C:19]([CH3:20])([CH3:21])[CH3:22])=[O:17])[CH2:7][CH:6]1[CH2:8][CH2:9][S:24][CH3:23])=[O:4]. The reactants are [CH3:1][O:2][C:3]([C:5]1([NH:15][C:16]([O:18][C:19]([CH3:22])([CH3:21])[CH3:20])=[O:17])[CH2:7][CH:6]1[CH2:8][CH2:9]OS(C)(=O)=O)=[O:4].[CH3:23][S-:24].[Na+]. The catalyst is CO. (9) The reactants are [H-].[Na+].[Br:3][C:4]1[CH:5]=[C:6]([N+:11]([O-:13])=[O:12])[C:7](Cl)=[N:8][CH:9]=1.[C:14](OCC)(=O)CC(OCC)=O. The catalyst is C1COCC1. The product is [Br:3][C:4]1[CH:5]=[C:6]([N+:11]([O-:13])=[O:12])[C:7]([CH3:14])=[N:8][CH:9]=1. The yield is 0.633.